This data is from Forward reaction prediction with 1.9M reactions from USPTO patents (1976-2016). The task is: Predict the product of the given reaction. (1) The product is: [CH3:1][N:2]([CH3:3])[C:15](=[O:16])[CH2:14][CH2:13][CH:12]([NH:11][C:9](=[O:10])[O:8][C:5]([CH3:7])([CH3:6])[CH3:4])[C:18]1[CH:23]=[CH:22][CH:21]=[C:20]([CH3:24])[CH:19]=1. Given the reactants [CH3:1][NH:2][CH3:3].[CH3:4][C:5]([O:8][C:9]([NH:11][CH:12]([C:18]1[CH:23]=[CH:22][CH:21]=[C:20]([CH3:24])[CH:19]=1)[CH2:13][CH2:14][C:15](O)=[O:16])=[O:10])([CH3:7])[CH3:6].C1C=CC2N(O)N=NC=2C=1.CCN(C(C)C)C(C)C, predict the reaction product. (2) Given the reactants Br[C:2]1[C:3]2[C:8]([C:9]([C:16]3[CH:21]=[CH:20][CH:19]=[CH:18][CH:17]=3)=[C:10]3[C:15]=1[CH:14]=[CH:13][CH:12]=[CH:11]3)=[CH:7][CH:6]=[CH:5][CH:4]=2.C([Li])CCC.[I:27]I.S([O-])([O-])(=O)=S.[Na+].[Na+], predict the reaction product. The product is: [I:27][C:2]1[C:3]2[C:8]([C:9]([C:16]3[CH:21]=[CH:20][CH:19]=[CH:18][CH:17]=3)=[C:10]3[C:15]=1[CH:14]=[CH:13][CH:12]=[CH:11]3)=[CH:7][CH:6]=[CH:5][CH:4]=2. (3) Given the reactants [CH:1]([S:4](Cl)(=[O:6])=[O:5])([CH3:3])[CH3:2].CS([N:12]1[CH2:17][CH2:16][CH:15]([NH:18][C:19]([NH:21][C:22]2[CH:27]=[CH:26][C:25]([C:28]([F:31])([F:30])[F:29])=[CH:24][CH:23]=2)=[O:20])[CH2:14][CH2:13]1)(=O)=O, predict the reaction product. The product is: [CH:1]([S:4]([N:12]1[CH2:17][CH2:16][CH:15]([NH:18][C:19]([NH:21][C:22]2[CH:27]=[CH:26][C:25]([C:28]([F:29])([F:30])[F:31])=[CH:24][CH:23]=2)=[O:20])[CH2:14][CH2:13]1)(=[O:6])=[O:5])([CH3:3])[CH3:2]. (4) Given the reactants [C:1]([NH:4][C:5](=[CH2:10])[C:6]([O:8][CH3:9])=[O:7])(=[O:3])[CH3:2].S[CH:12]([CH2:16][CH2:17][CH3:18])[CH2:13][CH2:14][CH3:15].C(N(CC)CC)C.O[O:27][S:28]([O-:30])=O.[K+], predict the reaction product. The product is: [C:1]([NH:4][C@H:5]([C:6]([O:8][CH3:9])=[O:7])[CH2:10][S:28]([CH:12]([CH2:16][CH2:17][CH3:18])[CH2:13][CH2:14][CH3:15])(=[O:30])=[O:27])(=[O:3])[CH3:2]. (5) Given the reactants [F:1][C:2]1[C:31]([F:32])=[CH:30][CH:29]=[CH:28][C:3]=1[O:4][C:5]1[CH:10]=[CH:9][C:8]([C:11]2[C:19]3[C:14](=[N:15][CH:16]=[N:17][C:18]=3[NH2:20])[N:13]([C@@H:21]3[CH2:26][CH2:25][CH2:24][NH:23][CH2:22]3)[N:12]=2)=[C:7]([F:27])[CH:6]=1.[C:33]([C:35](=[CH:39][CH:40]([CH3:42])[CH3:41])[C:36](O)=[O:37])#[N:34].CCN(C(C)C)C(C)C, predict the reaction product. The product is: [NH2:20][C:18]1[N:17]=[CH:16][N:15]=[C:14]2[N:13]([C@@H:21]3[CH2:26][CH2:25][CH2:24][N:23]([C:36]([C:35](=[CH:39][CH:40]([CH3:42])[CH3:41])[C:33]#[N:34])=[O:37])[CH2:22]3)[N:12]=[C:11]([C:8]3[CH:9]=[CH:10][C:5]([O:4][C:3]4[CH:28]=[CH:29][CH:30]=[C:31]([F:32])[C:2]=4[F:1])=[CH:6][C:7]=3[F:27])[C:19]=12. (6) Given the reactants Cl.[CH3:2][S:3]([C:6]1[CH:11]=[CH:10][C:9]([O:12][CH:13]2[CH2:18][CH2:17][NH:16][CH2:15][CH2:14]2)=[CH:8][CH:7]=1)(=[O:5])=[O:4].C(N(C(C)C)CC)(C)C.[Cl:28][C:29]1[CH:34]=[C:33]([Cl:35])[CH:32]=[CH:31][C:30]=1[CH2:36][N:37]=[C:38]=[O:39], predict the reaction product. The product is: [Cl:28][C:29]1[CH:34]=[C:33]([Cl:35])[CH:32]=[CH:31][C:30]=1[CH2:36][NH:37][C:38]([N:16]1[CH2:17][CH2:18][CH:13]([O:12][C:9]2[CH:10]=[CH:11][C:6]([S:3]([CH3:2])(=[O:5])=[O:4])=[CH:7][CH:8]=2)[CH2:14][CH2:15]1)=[O:39].